This data is from NCI-60 drug combinations with 297,098 pairs across 59 cell lines. The task is: Regression. Given two drug SMILES strings and cell line genomic features, predict the synergy score measuring deviation from expected non-interaction effect. Synergy scores: CSS=-5.44, Synergy_ZIP=4.15, Synergy_Bliss=4.71, Synergy_Loewe=-2.04, Synergy_HSA=-1.22. Drug 1: CS(=O)(=O)C1=CC(=C(C=C1)C(=O)NC2=CC(=C(C=C2)Cl)C3=CC=CC=N3)Cl. Cell line: SK-MEL-5. Drug 2: CC(C1=C(C=CC(=C1Cl)F)Cl)OC2=C(N=CC(=C2)C3=CN(N=C3)C4CCNCC4)N.